This data is from NCI-60 drug combinations with 297,098 pairs across 59 cell lines. The task is: Regression. Given two drug SMILES strings and cell line genomic features, predict the synergy score measuring deviation from expected non-interaction effect. (1) Drug 1: CN(CC1=CN=C2C(=N1)C(=NC(=N2)N)N)C3=CC=C(C=C3)C(=O)NC(CCC(=O)O)C(=O)O. Drug 2: CCCCCOC(=O)NC1=NC(=O)N(C=C1F)C2C(C(C(O2)C)O)O. Cell line: SF-268. Synergy scores: CSS=56.5, Synergy_ZIP=-0.0639, Synergy_Bliss=0.243, Synergy_Loewe=-38.4, Synergy_HSA=-0.204. (2) Drug 1: C1=NC2=C(N=C(N=C2N1C3C(C(C(O3)CO)O)F)Cl)N. Drug 2: CC1=C2C(C(=O)C3(C(CC4C(C3C(C(C2(C)C)(CC1OC(=O)C(C(C5=CC=CC=C5)NC(=O)OC(C)(C)C)O)O)OC(=O)C6=CC=CC=C6)(CO4)OC(=O)C)O)C)O. Cell line: MOLT-4. Synergy scores: CSS=57.5, Synergy_ZIP=-1.12, Synergy_Bliss=-2.36, Synergy_Loewe=-11.8, Synergy_HSA=-2.14. (3) Drug 1: CC1C(C(=O)NC(C(=O)N2CCCC2C(=O)N(CC(=O)N(C(C(=O)O1)C(C)C)C)C)C(C)C)NC(=O)C3=C4C(=C(C=C3)C)OC5=C(C(=O)C(=C(C5=N4)C(=O)NC6C(OC(=O)C(N(C(=O)CN(C(=O)C7CCCN7C(=O)C(NC6=O)C(C)C)C)C)C(C)C)C)N)C. Drug 2: CC12CCC3C(C1CCC2OP(=O)(O)O)CCC4=C3C=CC(=C4)OC(=O)N(CCCl)CCCl.[Na+]. Cell line: HCC-2998. Synergy scores: CSS=45.4, Synergy_ZIP=20.9, Synergy_Bliss=15.4, Synergy_Loewe=-6.63, Synergy_HSA=11.2. (4) Synergy scores: CSS=17.1, Synergy_ZIP=-5.26, Synergy_Bliss=1.09, Synergy_Loewe=-3.22, Synergy_HSA=3.20. Cell line: LOX IMVI. Drug 2: COC1=C(C=C2C(=C1)N=CN=C2NC3=CC(=C(C=C3)F)Cl)OCCCN4CCOCC4. Drug 1: CC(C1=C(C=CC(=C1Cl)F)Cl)OC2=C(N=CC(=C2)C3=CN(N=C3)C4CCNCC4)N. (5) Drug 1: C1=NC2=C(N1)C(=S)N=CN2. Drug 2: CC1C(C(CC(O1)OC2CC(CC3=C2C(=C4C(=C3O)C(=O)C5=CC=CC=C5C4=O)O)(C(=O)C)O)N)O. Cell line: UACC-257. Synergy scores: CSS=54.5, Synergy_ZIP=-3.66, Synergy_Bliss=0.515, Synergy_Loewe=3.35, Synergy_HSA=4.31.